From a dataset of Full USPTO retrosynthesis dataset with 1.9M reactions from patents (1976-2016). Predict the reactants needed to synthesize the given product. (1) Given the product [NH2:1][C:2]1[C:10]([N+:11]([O-:13])=[O:12])=[CH:9][C:5]([C:6]([NH:28][C:29]2[CH:34]=[C:33]([C:35]([F:36])([F:38])[F:37])[CH:32]=[C:31]([N:39]([CH3:41])[CH3:40])[N:30]=2)=[O:8])=[C:4]([O:14][CH2:15][C:16]([F:19])([F:18])[F:17])[CH:3]=1, predict the reactants needed to synthesize it. The reactants are: [NH2:1][C:2]1[C:10]([N+:11]([O-:13])=[O:12])=[CH:9][C:5]([C:6]([OH:8])=O)=[C:4]([O:14][CH2:15][C:16]([F:19])([F:18])[F:17])[CH:3]=1.ClC(N(C)C)=C(C)C.[NH2:28][C:29]1[CH:34]=[C:33]([C:35]([F:38])([F:37])[F:36])[CH:32]=[C:31]([N:39]([CH3:41])[CH3:40])[N:30]=1. (2) Given the product [NH2:13][C:11]1[CH:10]=[N:9][C:7]2[O:8][C@@H:3]([CH2:2][NH:1][C:24](=[O:26])[CH3:25])[CH2:4][N:5]([S:14]([C:17]3[CH:18]=[C:19]([CH3:23])[CH:20]=[CH:21][CH:22]=3)(=[O:15])=[O:16])[C:6]=2[CH:12]=1, predict the reactants needed to synthesize it. The reactants are: [NH2:1][CH2:2][C@@H:3]1[O:8][C:7]2[N:9]=[CH:10][C:11]([NH2:13])=[CH:12][C:6]=2[N:5]([S:14]([C:17]2[CH:18]=[C:19]([CH3:23])[CH:20]=[CH:21][CH:22]=2)(=[O:16])=[O:15])[CH2:4]1.[C:24](OC(=O)C)(=[O:26])[CH3:25]. (3) Given the product [Br:1][C:2]1[CH:3]=[C:4]([CH2:5][C:16]2[CH:17]=[CH:18][C:13]([F:12])=[CH:14][CH:15]=2)[CH:7]=[CH:8][C:9]=1[O:10][CH3:11], predict the reactants needed to synthesize it. The reactants are: [Br:1][C:2]1[CH:3]=[C:4]([CH:7]=[CH:8][C:9]=1[O:10][CH3:11])[CH2:5]Br.[F:12][C:13]1[CH:18]=[CH:17][C:16](B(O)O)=[CH:15][CH:14]=1.P([O-])([O-])([O-])=O.[K+].[K+].[K+].C(COC)OC. (4) Given the product [N:1]1[CH:6]=[CH:5][N:4]=[CH:3][C:2]=1[C:7]1[N:11]2[CH2:12][CH2:13][NH:14][CH2:15][C:10]2=[N:9][N:8]=1, predict the reactants needed to synthesize it. The reactants are: [N:1]1[CH:6]=[CH:5][N:4]=[CH:3][C:2]=1[C:7]1[N:11]2[CH2:12][CH2:13][N:14](C(OC(C)(C)C)=O)[CH2:15][C:10]2=[N:9][N:8]=1.Cl.CCO. (5) Given the product [CH:42]1[C:43]2[CH:44]([CH2:46][O:47][C:48]([NH:50][C@H:51]([C:67](=[O:74])[N:68]3[CH2:69][CH2:70][CH2:71][CH2:72][CH2:73]3)[CH2:52][C:53]3[CH:54]=[CH:55][C:56]([CH2:59][CH2:60][CH2:61][CH2:62][CH2:63][C:64]([OH:66])=[O:65])=[CH:57][CH:58]=3)=[O:49])[C:45]3[C:37](=[CH:36][CH:35]=[CH:34][CH:33]=3)[C:38]=2[CH:39]=[CH:40][CH:41]=1.[CH:11]1[CH:10]=[CH:9][C:8]([C:7]([Cl:21])([C:14]2[C:19]([Cl:20])=[CH:18][CH:17]=[CH:16][CH:15]=2)[C:4]2[CH:5]=[CH:6][CH:1]=[CH:2][CH:3]=2)=[CH:13][CH:12]=1, predict the reactants needed to synthesize it. The reactants are: [CH:1]1[CH:6]=[CH:5][C:4]([C:7]([Cl:21])([C:14]2[C:19]([Cl:20])=[CH:18][CH:17]=[CH:16][CH:15]=2)[C:8]2[CH:13]=[CH:12][CH:11]=[CH:10][CH:9]=2)=[CH:3][CH:2]=1.CO.C(N(C(C)C)CC)(C)C.[CH:33]1[C:45]2[CH:44]([CH2:46][O:47][C:48]([NH:50][C@H:51]([C:67](=[O:74])[N:68]3[CH2:73][CH2:72][CH2:71][CH2:70][CH2:69]3)[CH2:52][C:53]3[CH:58]=[CH:57][C:56]([CH2:59][CH2:60][CH2:61][CH2:62][CH2:63][C:64]([OH:66])=[O:65])=[CH:55][CH:54]=3)=[O:49])[C:43]3[C:38](=[CH:39][CH:40]=[CH:41][CH:42]=3)[C:37]=2[CH:36]=[CH:35][CH:34]=1. (6) The reactants are: [NH2:1][C:2]1[C:7]2[NH:8][C:9]([N:11]3[CH2:16][CH2:15][N:14]([C:17]4[N:22]=[CH:21][C:20]([CH2:23][OH:24])=[CH:19][C:18]=4[Cl:25])[CH2:13][C@H:12]3[CH3:26])=[N:10][C:6]=2[CH:5]=[C:4]([C:27]([F:30])([F:29])[F:28])[CH:3]=1.[CH:31]1([CH:37]=O)[CH2:36][CH2:35][CH2:34][CH2:33][CH2:32]1. Given the product [CH:31]1([CH2:37][N:1]([CH2:27][CH:4]2[CH2:5][CH2:6][CH2:7][CH2:2][CH2:3]2)[C:2]2[C:7]3[NH:8][C:9]([N:11]4[CH2:16][CH2:15][N:14]([C:17]5[N:22]=[CH:21][C:20]([CH2:23][OH:24])=[CH:19][C:18]=5[Cl:25])[CH2:13][C@H:12]4[CH3:26])=[N:10][C:6]=3[CH:5]=[C:4]([C:27]([F:30])([F:29])[F:28])[CH:3]=2)[CH2:36][CH2:35][CH2:34][CH2:33][CH2:32]1, predict the reactants needed to synthesize it.